Dataset: Full USPTO retrosynthesis dataset with 1.9M reactions from patents (1976-2016). Task: Predict the reactants needed to synthesize the given product. (1) Given the product [CH2:1]([C:12]1[CH:19]=[CH:18][C:15]([CH:16]=[O:17])=[CH:14][CH:13]=1)[CH2:2][CH2:3][CH2:4][CH2:5][CH2:6][CH2:7][CH2:8][CH2:9][CH3:10], predict the reactants needed to synthesize it. The reactants are: [CH2:1]=[CH:2][CH2:3][CH2:4][CH2:5][CH2:6][CH2:7][CH2:8][CH2:9][CH3:10].Br[C:12]1[CH:19]=[CH:18][C:15]([CH:16]=[O:17])=[CH:14][CH:13]=1. (2) Given the product [CH2:20]([NH:28][C:29]([C@@H:31]1[CH2:35][CH2:34][C@H:33]([CH2:36][CH:37]=[CH2:38])[N:32]1[C:45](=[O:46])[C@@H:44]([NH:43][CH3:39])[CH2:48][CH:49]=[CH2:50])=[O:30])[CH2:21][C:22]1[CH:27]=[CH:26][CH:25]=[CH:24][CH:23]=1, predict the reactants needed to synthesize it. The reactants are: N(CC=C)CC(O)=O.CCN=C=NCCCN(C)C.[CH2:20]([NH:28][C:29]([C@@H:31]1[CH2:35][CH2:34][C@H:33]([CH2:36][CH:37]=[CH2:38])[NH:32]1)=[O:30])[CH2:21][C:22]1[CH:27]=[CH:26][CH:25]=[CH:24][CH:23]=1.[CH2:39]([N:43]1[CH2:50][CH2:49][CH2:48][C@H:44]1[C:45](N)=[O:46])CC=C. (3) Given the product [O:1]=[C:2]1[CH2:6][N:5]([C:7]([O:9][C:10]([CH3:13])([CH3:11])[CH3:12])=[O:8])[C@H:4]([C:14](=[O:33])[NH:15][CH2:16][C:17]2[CH:22]=[C:21]([C:23]3[CH:24]=[N:25][C:26]([C:29]([F:32])([F:31])[F:30])=[CH:27][CH:28]=3)[N:20]=[CH:19][N:18]=2)[CH2:3]1, predict the reactants needed to synthesize it. The reactants are: [OH:1][C@H:2]1[CH2:6][N:5]([C:7]([O:9][C:10]([CH3:13])([CH3:12])[CH3:11])=[O:8])[C@H:4]([C:14](=[O:33])[NH:15][CH2:16][C:17]2[CH:22]=[C:21]([C:23]3[CH:24]=[N:25][C:26]([C:29]([F:32])([F:31])[F:30])=[CH:27][CH:28]=3)[N:20]=[CH:19][N:18]=2)[CH2:3]1.CC(OI1(OC(C)=O)(OC(C)=O)OC(=O)C2C=CC=CC1=2)=O. (4) Given the product [Br:21][CH2:12][C:8]1[CH:7]=[C:6]([CH2:5][C:4]([O:3][CH2:1][CH3:2])=[O:13])[CH:11]=[CH:10][CH:9]=1, predict the reactants needed to synthesize it. The reactants are: [CH2:1]([O:3][C:4](=[O:13])[CH2:5][C:6]1[CH:7]=[C:8]([CH3:12])[CH:9]=[CH:10][CH:11]=1)[CH3:2].C1C(=O)N([Br:21])C(=O)C1.C(OOC(=O)C1C=CC=CC=1)(=O)C1C=CC=CC=1. (5) Given the product [CH:33]1([N:38]2[CH:42]=[C:41]([C:2]3[CH:3]=[C:4]4[N:10]=[CH:9][N:8]([C:11]5[CH:12]=[C:13]([NH:25][S:29]([CH:26]6[CH2:28][CH2:27]6)(=[O:31])=[O:30])[CH:14]=[C:15]([C:17]6[CH:22]=[CH:21][C:20]([F:23])=[CH:19][C:18]=6[F:24])[CH:16]=5)[C:5]4=[N:6][CH:7]=3)[CH:40]=[N:39]2)[CH2:37][CH2:36][CH2:35][CH2:34]1, predict the reactants needed to synthesize it. The reactants are: Br[C:2]1[CH:3]=[C:4]2[N:10]=[CH:9][N:8]([C:11]3[CH:12]=[C:13]([NH2:25])[CH:14]=[C:15]([C:17]4[CH:22]=[CH:21][C:20]([F:23])=[CH:19][C:18]=4[F:24])[CH:16]=3)[C:5]2=[N:6][CH:7]=1.[CH:26]1([S:29](Cl)(=[O:31])=[O:30])[CH2:28][CH2:27]1.[CH:33]1([N:38]2[CH:42]=[C:41](B3OC(C)(C)C(C)(C)O3)[CH:40]=[N:39]2)[CH2:37][CH2:36][CH2:35][CH2:34]1.